Dataset: Full USPTO retrosynthesis dataset with 1.9M reactions from patents (1976-2016). Task: Predict the reactants needed to synthesize the given product. Given the product [C:27]([O:26][C:24](=[O:25])[NH:23][CH2:22][CH2:21][CH2:20][CH2:19][C@H:18]([NH2:17])[C:31](=[O:47])[NH:32][CH2:33][CH2:34][N:35]([C:37]([O:39][CH2:40][C:41]1[CH:46]=[CH:45][CH:44]=[CH:43][CH:42]=1)=[O:38])[CH3:36])([CH3:30])([CH3:28])[CH3:29], predict the reactants needed to synthesize it. The reactants are: C1C2C(COC(=O)[NH:17][C@H:18]([C:31](=[O:47])[NH:32][CH2:33][CH2:34][N:35]([C:37]([O:39][CH2:40][C:41]3[CH:46]=[CH:45][CH:44]=[CH:43][CH:42]=3)=[O:38])[CH3:36])[CH2:19][CH2:20][CH2:21][CH2:22][NH:23][C:24]([O:26][C:27]([CH3:30])([CH3:29])[CH3:28])=[O:25])C3C(=CC=CC=3)C=2C=CC=1.N1CCCCC1.